The task is: Predict the product of the given reaction.. This data is from Forward reaction prediction with 1.9M reactions from USPTO patents (1976-2016). (1) Given the reactants [CH:1]([O:14][C:15]1[CH:20]=[CH:19][C:18]([CH2:21]O)=[CH:17][CH:16]=1)([C:8]1[CH:13]=[CH:12][CH:11]=[CH:10][CH:9]=1)[C:2]1[CH:7]=[CH:6][CH:5]=[CH:4][CH:3]=1.N1C=CC=CC=1.P(Br)(Br)[Br:30], predict the reaction product. The product is: [Br:30][CH2:21][C:18]1[CH:19]=[CH:20][C:15]([O:14][CH:1]([C:8]2[CH:13]=[CH:12][CH:11]=[CH:10][CH:9]=2)[C:2]2[CH:7]=[CH:6][CH:5]=[CH:4][CH:3]=2)=[CH:16][CH:17]=1. (2) Given the reactants [Br:1][C:2]1[C:6]2[CH:7]=[C:8]([C:11]([O:13][CH3:14])=[O:12])[CH:9]=[CH:10][C:5]=2[S:4][C:3]=1[CH:15]=O.OCl.[NH4+:19].C([O-])=O.[Na+].C(O)=O, predict the reaction product. The product is: [Br:1][C:2]1[C:6]2[CH:7]=[C:8]([C:11]([O:13][CH3:14])=[O:12])[CH:9]=[CH:10][C:5]=2[S:4][C:3]=1[C:15]#[N:19]. (3) Given the reactants [NH2:1][C:2]1[N:6]([C:7]2[CH:12]=[C:11]([NH:13][C:14]3[CH:19]=[CH:18][CH:17]=[CH:16][CH:15]=3)[N:10]=[C:9]([C:20]#[N:21])[N:8]=2)[N:5]=[C:4]([NH:22][C:23]2[CH:28]=[CH:27][CH:26]=[CH:25][CH:24]=2)[N:3]=1.C([O-])([O-])=[O:30].[K+].[K+], predict the reaction product. The product is: [NH2:1][C:2]1[N:6]([C:7]2[CH:12]=[C:11]([NH:13][C:14]3[CH:15]=[CH:16][CH:17]=[CH:18][CH:19]=3)[N:10]=[C:9]([C:20]([NH2:21])=[O:30])[N:8]=2)[N:5]=[C:4]([NH:22][C:23]2[CH:28]=[CH:27][CH:26]=[CH:25][CH:24]=2)[N:3]=1. (4) The product is: [CH3:23][O:24][C:25]1[CH:26]=[CH:27][C:28]([CH2:29][O:30][C:31]2[C:36]([N:37]3[CH2:42][CH2:41][C:40](=[O:43])[CH2:39][CH2:38]3)=[CH:35][CH:34]=[CH:33][N:32]=2)=[CH:44][CH:45]=1. Given the reactants CC(OI1(OC(C)=O)(OC(C)=O)OC(=O)C2C=CC=CC1=2)=O.[CH3:23][O:24][C:25]1[CH:45]=[CH:44][C:28]([CH2:29][O:30][C:31]2[C:36]([N:37]3[CH2:42][CH2:41][CH:40]([OH:43])[CH2:39][CH2:38]3)=[CH:35][CH:34]=[CH:33][N:32]=2)=[CH:27][CH:26]=1, predict the reaction product.